This data is from Retrosynthesis with 50K atom-mapped reactions and 10 reaction types from USPTO. The task is: Predict the reactants needed to synthesize the given product. (1) Given the product CCOC(=O)c1cc2cc(OC3CCN(C(C)C)CC3)c(Br)cc2[nH]1, predict the reactants needed to synthesize it. The reactants are: CC(C)N1CCC(O)CC1.CCOC(=O)c1cc2cc(O)c(Br)cc2[nH]1. (2) Given the product CN(CCO)c1ccc([N+](=O)[O-])cc1, predict the reactants needed to synthesize it. The reactants are: CNCCO.O=[N+]([O-])c1ccc(F)cc1.